Task: Predict the reactants needed to synthesize the given product.. Dataset: Full USPTO retrosynthesis dataset with 1.9M reactions from patents (1976-2016) (1) Given the product [CH2:1]([N:8]([CH2:9][CH2:10][CH:11]([OH:17])[CH:12]([O:15][CH3:16])[O:13][CH3:14])[S:36]([C:31]1[CH:32]=[CH:33][CH:34]=[CH:35][C:30]=1[N+:27]([O-:29])=[O:28])(=[O:37])=[O:38])[C:2]1[CH:7]=[CH:6][CH:5]=[CH:4][CH:3]=1, predict the reactants needed to synthesize it. The reactants are: [CH2:1]([NH:8]/[CH:9]=[CH:10]/[C:11](=[O:17])[CH:12]([O:15][CH3:16])[O:13][CH3:14])[C:2]1[CH:7]=[CH:6][CH:5]=[CH:4][CH:3]=1.[BH4-].[Na+].C(N(CC)CC)C.[N+:27]([C:30]1[CH:35]=[CH:34][CH:33]=[CH:32][C:31]=1[S:36](Cl)(=[O:38])=[O:37])([O-:29])=[O:28]. (2) Given the product [N:34]([CH2:14][C:15]1[CH2:20][N:19]([NH:21][C:22]([O:24][C:25]([CH3:28])([CH3:27])[CH3:26])=[O:23])[CH2:18][CH2:17][CH:16]=1)=[N+:35]=[N-:36], predict the reactants needed to synthesize it. The reactants are: C(N(CC)CC)C.CS(Cl)(=O)=O.O[CH2:14][C:15]1[CH2:20][N:19]([NH:21][C:22]([O:24][C:25]([CH3:28])([CH3:27])[CH3:26])=[O:23])[CH2:18][CH2:17][CH:16]=1.C([O-])(O)=O.[Na+].[N-:34]=[N+:35]=[N-:36].[Na+]. (3) Given the product [Cl:1][C:2]1[CH:3]=[CH:4][C:5]([N:8]2[C:16]3[C:11](=[CH:12][C:13]([O:17][C@H:18]([C:22]4[CH:27]=[CH:26][CH:25]=[C:24]([O:28][CH3:29])[CH:23]=4)[C@@H:19]([NH:21][C:32](=[O:33])[C:31]([F:36])([F:30])[CH3:35])[CH3:20])=[CH:14][CH:15]=3)[CH:10]=[N:9]2)=[CH:6][CH:7]=1, predict the reactants needed to synthesize it. The reactants are: [Cl:1][C:2]1[CH:7]=[CH:6][C:5]([N:8]2[C:16]3[C:11](=[CH:12][C:13]([O:17][C@H:18]([C:22]4[CH:27]=[CH:26][CH:25]=[C:24]([O:28][CH3:29])[CH:23]=4)[C@@H:19]([NH2:21])[CH3:20])=[CH:14][CH:15]=3)[CH:10]=[N:9]2)=[CH:4][CH:3]=1.[F:30][C:31]([F:36])([CH3:35])[C:32](O)=[O:33].CN(C(ON1N=NC2C=CC=NC1=2)=[N+](C)C)C.F[P-](F)(F)(F)(F)F.CCN(C(C)C)C(C)C. (4) Given the product [CH3:34][NH:35][C:30](=[O:31])[CH2:29][CH:22]1[C:23]2[C:28](=[CH:27][CH:26]=[CH:25][CH:24]=2)[N:20]([CH:17]2[CH2:18][CH2:19][N:14]([CH:3]3[C:4]4=[C:13]5[C:8](=[CH:7][CH:6]=[CH:5]4)[CH:9]=[CH:10][CH:11]=[C:12]5[CH:2]3[CH3:1])[CH2:15][CH2:16]2)[C:21]1=[O:33], predict the reactants needed to synthesize it. The reactants are: [CH3:1][C@@H:2]1[C:12]2[C:13]3[C:8]([CH:9]=[CH:10][CH:11]=2)=[CH:7][CH:6]=[CH:5][C:4]=3[C@H:3]1[N:14]1[CH2:19][CH2:18][CH:17]([N:20]2[C:28]3[C:23](=[CH:24][CH:25]=[CH:26][CH:27]=3)[CH:22]([CH2:29][C:30]([O-])=[O:31])[C:21]2=[O:33])[CH2:16][CH2:15]1.[CH3:34][NH2:35]. (5) The reactants are: FC(F)(F)C(O)=O.[Cl:8][C:9]1[CH:10]=[C:11]2[C:19](=[C:20]([NH:22][C:23]([C@@H:25]3[CH2:30][O:29][C:28]([CH3:32])([CH3:31])[CH2:27][N:26]3[CH2:33][C@@H:34]([NH2:36])[CH3:35])=[O:24])[CH:21]=1)[NH:18][C:17]1[CH:16]=[N:15][CH:14]=[CH:13][C:12]2=1.[CH3:37][C:38]1[C:43]([C:44](O)=[O:45])=[CH:42][N:41]=[CH:40][CH:39]=1. Given the product [Cl:8][C:9]1[CH:10]=[C:11]2[C:19](=[C:20]([NH:22][C:23]([C@@H:25]3[CH2:30][O:29][C:28]([CH3:31])([CH3:32])[CH2:27][N:26]3[CH2:33][C@@H:34]([NH:36][C:44]([C:43]3[CH:42]=[N:41][CH:40]=[CH:39][C:38]=3[CH3:37])=[O:45])[CH3:35])=[O:24])[CH:21]=1)[NH:18][C:17]1[CH:16]=[N:15][CH:14]=[CH:13][C:12]2=1, predict the reactants needed to synthesize it. (6) Given the product [NH2:1][C:2]1[C:7]2=[C:8]([C:35]3[CH:36]=[CH:37][CH:38]=[C:33]([O:32][CH2:25][C:26]4[CH:31]=[CH:30][CH:29]=[CH:28][CH:27]=4)[CH:34]=3)[CH:9]=[C:10]([CH:11]3[CH2:16][CH2:15][N:14]([C:17]([O:19][C:20]([CH3:23])([CH3:22])[CH3:21])=[O:18])[CH2:13][CH2:12]3)[N:6]2[N:5]=[CH:4][N:3]=1, predict the reactants needed to synthesize it. The reactants are: [NH2:1][C:2]1[C:7]2=[C:8](Br)[CH:9]=[C:10]([CH:11]3[CH2:16][CH2:15][N:14]([C:17]([O:19][C:20]([CH3:23])([CH3:22])[CH3:21])=[O:18])[CH2:13][CH2:12]3)[N:6]2[N:5]=[CH:4][N:3]=1.[CH2:25]([O:32][C:33]1[CH:34]=[C:35](B(O)O)[CH:36]=[CH:37][CH:38]=1)[C:26]1[CH:31]=[CH:30][CH:29]=[CH:28][CH:27]=1.